From a dataset of Catalyst prediction with 721,799 reactions and 888 catalyst types from USPTO. Predict which catalyst facilitates the given reaction. (1) The catalyst class is: 12. Product: [CH2:16]([O:15][C:12]1[CH:13]=[CH:14][C:9]([NH:8][C:6]2[C:5]([N+:18]([O-:20])=[O:19])=[CH:4][N:3]=[C:2]([NH:21][C:22]3[CH:23]=[N:24][N:25]([CH:27]4[CH2:28][CH2:29][CH:30]([NH:33][C:34](=[O:40])[O:35][C:36]([CH3:38])([CH3:37])[CH3:39])[CH2:31][CH2:32]4)[CH:26]=3)[N:7]=2)=[CH:10][CH:11]=1)[CH3:17]. Reactant: Cl[C:2]1[N:7]=[C:6]([NH:8][C:9]2[CH:14]=[CH:13][C:12]([O:15][CH2:16][CH3:17])=[CH:11][CH:10]=2)[C:5]([N+:18]([O-:20])=[O:19])=[CH:4][N:3]=1.[NH2:21][C:22]1[CH:23]=[N:24][N:25]([CH:27]2[CH2:32][CH2:31][CH:30]([NH:33][C:34](=[O:40])[O:35][C:36]([CH3:39])([CH3:38])[CH3:37])[CH2:29][CH2:28]2)[CH:26]=1.CCN(C(C)C)C(C)C. (2) Reactant: [N+]([O-])(O)=O.[N+]([O-])(O)=O.[CH3:9][O:10][C:11]1[CH:12]=[C:13]([NH:23][C:24]([NH2:26])=[NH:25])[CH:14]=[CH:15][C:16]=1[N:17]1[CH:21]=[C:20]([CH3:22])[N:19]=[CH:18]1.CN(C)[CH:29]=[CH:30][C:31](=O)[C:32]([C:35]1[CH:40]=[CH:39][CH:38]=[C:37]([O:41][CH3:42])[CH:36]=1)([CH3:34])[CH3:33].C(N(CC)CC)C. Product: [CH3:9][O:10][C:11]1[CH:12]=[C:13]([NH:23][C:24]2[N:26]=[C:31]([C:32]([C:35]3[CH:40]=[CH:39][CH:38]=[C:37]([O:41][CH3:42])[CH:36]=3)([CH3:34])[CH3:33])[CH:30]=[CH:29][N:25]=2)[CH:14]=[CH:15][C:16]=1[N:17]1[CH:21]=[C:20]([CH3:22])[N:19]=[CH:18]1. The catalyst class is: 60. (3) Reactant: [CH3:1][O:2][C:3](=[O:34])[C@H:4]([CH:21]1[CH2:24][CH:23]([C:25]([CH3:33])([CH3:32])[O:26][SiH2:27][C:28]([CH3:31])([CH3:30])[CH3:29])[CH2:22]1)[C:5]([NH2:20])([C:7]1[CH:12]=[CH:11][C:10]([CH2:13][CH2:14][C:15]([CH3:18])([CH3:17])[CH3:16])=[C:9]([Cl:19])[CH:8]=1)[CH3:6].C(N(C(C)C)CC)(C)C.[N+:44]([C:47]1[CH:52]=[CH:51][C:50]([O:53][C:54](Cl)=[O:55])=[CH:49][CH:48]=1)([O-:46])=[O:45]. Product: [CH3:1][O:2][C:3](=[O:34])[C@H:4]([CH:21]1[CH2:22][CH:23]([C:25]([CH3:33])([CH3:32])[O:26][SiH2:27][C:28]([CH3:31])([CH3:30])[CH3:29])[CH2:24]1)[C:5]([C:7]1[CH:12]=[CH:11][C:10]([CH2:13][CH2:14][C:15]([CH3:18])([CH3:17])[CH3:16])=[C:9]([Cl:19])[CH:8]=1)([NH:20][C:54]([O:53][C:50]1[CH:49]=[CH:48][C:47]([N+:44]([O-:46])=[O:45])=[CH:52][CH:51]=1)=[O:55])[CH3:6]. The catalyst class is: 22. (4) Reactant: [H-].[Al+3].[Li+].[H-].[H-].[H-].[CH:7]1([CH2:10][O:11][C:12]2[CH:13]=[CH:14][C:15]3[C:19]([CH:20]=2)=[N:18][N:17]([C@H:21]2[CH2:26][CH2:25][C@H:24]([C:27](OC)=[O:28])[CH2:23][CH2:22]2)[CH:16]=3)[CH2:9][CH2:8]1.O.[OH-].[Na+]. Product: [CH:7]1([CH2:10][O:11][C:12]2[CH:13]=[CH:14][C:15]3[C:19]([CH:20]=2)=[N:18][N:17]([C@H:21]2[CH2:26][CH2:25][C@H:24]([CH2:27][OH:28])[CH2:23][CH2:22]2)[CH:16]=3)[CH2:9][CH2:8]1. The catalyst class is: 1. (5) Reactant: [OH:1][C:2]1[CH:11]=[C:10]([N:12]2[CH:16]=[CH:15][CH:14]=[CH:13]2)[CH:9]=[CH:8][C:3]=1[C:4]([NH:6][NH2:7])=[O:5].[OH:17][C:18]1[CH:25]=[CH:24][C:23]([O:26][CH3:27])=[CH:22][C:19]=1[CH:20]=O.CC(O)=O.CC(=O)OCC.CCCCCC. Product: [OH:1][C:2]1[CH:11]=[C:10]([N:12]2[CH:16]=[CH:15][CH:14]=[CH:13]2)[CH:9]=[CH:8][C:3]=1[C:4]([NH:6][N:7]=[CH:20][C:19]1[CH:22]=[C:23]([O:26][CH3:27])[CH:24]=[CH:25][C:18]=1[OH:17])=[O:5]. The catalyst class is: 550. (6) Reactant: C[O:2][C:3](=[O:24])[C@@H:4]([N:9]1[CH2:13][C:12]([O:14][C:15]2[CH:20]=[CH:19][CH:18]=[C:17]([OH:21])[C:16]=2[F:22])=[CH:11][C:10]1=[O:23])[CH2:5][CH:6]([CH3:8])[CH3:7].O.[OH-].[Li+]. Product: [F:22][C:16]1[C:17]([OH:21])=[CH:18][CH:19]=[CH:20][C:15]=1[O:14][C:12]1[CH2:13][N:9]([C@@H:4]([CH2:5][CH:6]([CH3:8])[CH3:7])[C:3]([OH:24])=[O:2])[C:10](=[O:23])[CH:11]=1. The catalyst class is: 7. (7) The catalyst class is: 9. Product: [C:36]1([C:26]2[N:27]=[C:28]([C:30]3[CH:31]=[CH:32][CH:33]=[CH:34][CH:35]=3)[N:29]=[C:24]([N:12]3[C:11]4[C:10]5[C:14]6[C:19]([S:20][C:9]=5[CH:8]=[CH:7][C:6]=4[C:5]4[CH:4]=[CH:3][CH:2]=[CH:1][C:13]3=4)=[CH:18][CH:17]=[CH:16][CH:15]=6)[N:25]=2)[CH:41]=[CH:40][CH:39]=[CH:38][CH:37]=1. Reactant: [CH:1]1[C:13]2[NH:12][C:11]3[C:10]4[C:14]5[C:19]([S:20][C:9]=4[CH:8]=[CH:7][C:6]=3[C:5]=2[CH:4]=[CH:3][CH:2]=1)=[CH:18][CH:17]=[CH:16][CH:15]=5.[H-].[Na+].Cl[C:24]1[N:29]=[C:28]([C:30]2[CH:35]=[CH:34][CH:33]=[CH:32][CH:31]=2)[N:27]=[C:26]([C:36]2[CH:41]=[CH:40][CH:39]=[CH:38][CH:37]=2)[N:25]=1.